Dataset: Full USPTO retrosynthesis dataset with 1.9M reactions from patents (1976-2016). Task: Predict the reactants needed to synthesize the given product. (1) Given the product [Cl:16][C:17]1[CH:18]=[N:19][N:20]([CH2:22][CH2:23][NH:24][C:9](=[O:10])[O:11][C:12]([CH3:13])([CH3:14])[CH3:15])[CH:21]=1, predict the reactants needed to synthesize it. The reactants are: [C:9](O[C:9]([O:11][C:12]([CH3:15])([CH3:14])[CH3:13])=[O:10])([O:11][C:12]([CH3:15])([CH3:14])[CH3:13])=[O:10].[Cl:16][C:17]1[CH:18]=[N:19][N:20]([CH2:22][CH2:23][NH2:24])[CH:21]=1. (2) Given the product [C:26]([S:33][CH2:34][CH2:35][NH:36][C:37](=[O:80])[CH2:38][CH2:39][NH:40][C:41](=[O:79])[C@H:42]([OH:78])[C:43]([CH3:77])([CH3:76])[CH2:44][O:45][P:46]([OH:75])(=[O:74])[O:47][P:48]([OH:73])(=[O:72])[O:49][CH2:50][C@H:51]1[O:55][C@@H:54]([N:56]2[C:65]3[N:64]=[CH:63][N:62]=[C:60]([NH2:61])[C:59]=3[N:58]=[CH:57]2)[C@H:53]([OH:66])[C@@H:52]1[O:67][P:68]([OH:71])([OH:70])=[O:69])(=[O:32])[CH2:27][CH3:28].[C:2]([CH2:4][C:5]([O-:7])=[O:6])([C:1]([OH:9])=[O:8])=[O:3], predict the reactants needed to synthesize it. The reactants are: [C:1]([O-:9])(=[O:8])[CH:2]([CH2:4][C:5]([O-:7])=[O:6])[OH:3].C([O-])(=O)/C=C/C([O-])=O.C([O-])(=O)CCC([O-])=O.[C:26]([S:33][CH2:34][CH2:35][NH:36][C:37](=[O:80])[CH2:38][CH2:39][NH:40][C:41](=[O:79])[C@H:42]([OH:78])[C:43]([CH3:77])([CH3:76])[CH2:44][O:45][P:46]([OH:75])(=[O:74])[O:47][P:48]([OH:73])(=[O:72])[O:49][CH2:50][C@H:51]1[O:55][C@@H:54]([N:56]2[C:65]3[N:64]=[CH:63][N:62]=[C:60]([NH2:61])[C:59]=3[N:58]=[CH:57]2)[C@H:53]([OH:66])[C@@H:52]1[O:67][P:68]([OH:71])([OH:70])=[O:69])(=[O:32])[CH2:27][CH2:28]C(O)=O.CC(C(O)=O)C(SCCNC(=O)CCNC(=O)[C@H](O)C(C)(C)COP(O)(=O)OP(O)(=O)OC[C@H]1O[C@@H](N2C3N=CN=C(N)C=3N=C2)[C@H](O)[C@@H]1OP(O)(O)=O)=O.C([O-])(=O)C(C)=O. (3) Given the product [NH:11]1[C:15]2[CH:16]=[CH:17][CH:18]=[CH:19][C:14]=2[N:13]=[C:12]1[C@H:8]([NH:9][C:10]([NH:23][C@@H:24]([C:27]1[CH:32]=[CH:31][CH:30]=[CH:29][CH:28]=1)[CH2:25][OH:26])=[O:20])[CH2:7][C:6]1[CH:21]=[CH:22][C:3]([O:2][CH3:1])=[CH:4][CH:5]=1, predict the reactants needed to synthesize it. The reactants are: [CH3:1][O:2][C:3]1[CH:22]=[CH:21][C:6]([CH2:7][C@@H:8]2[C:12]3=[N:13][C:14]4[CH:19]=[CH:18][CH:17]=[CH:16][C:15]=4[N:11]3[C:10](=[O:20])[NH:9]2)=[CH:5][CH:4]=1.[NH2:23][C@@H:24]([C:27]1[CH:32]=[CH:31][CH:30]=[CH:29][CH:28]=1)[CH2:25][OH:26].C(O)(C(F)(F)F)=O. (4) The reactants are: [Cl:1][C:2]1[CH:7]=[CH:6][C:5]([N+:8]([O-])=O)=[CH:4][C:3]=1[CH2:11][C:12]([O:14][CH2:15][CH3:16])=[O:13].Cl. Given the product [NH2:8][C:5]1[CH:6]=[CH:7][C:2]([Cl:1])=[C:3]([CH2:11][C:12]([O:14][CH2:15][CH3:16])=[O:13])[CH:4]=1, predict the reactants needed to synthesize it.